Dataset: NCI-60 drug combinations with 297,098 pairs across 59 cell lines. Task: Regression. Given two drug SMILES strings and cell line genomic features, predict the synergy score measuring deviation from expected non-interaction effect. (1) Drug 1: C1=CC(=CC=C1CCC2=CNC3=C2C(=O)NC(=N3)N)C(=O)NC(CCC(=O)O)C(=O)O. Drug 2: CC12CCC3C(C1CCC2O)C(CC4=C3C=CC(=C4)O)CCCCCCCCCS(=O)CCCC(C(F)(F)F)(F)F. Cell line: MDA-MB-435. Synergy scores: CSS=8.46, Synergy_ZIP=2.08, Synergy_Bliss=-3.32, Synergy_Loewe=-14.1, Synergy_HSA=-2.49. (2) Drug 1: C1=CC=C(C=C1)NC(=O)CCCCCCC(=O)NO. Drug 2: CN(CCCl)CCCl.Cl. Cell line: HS 578T. Synergy scores: CSS=8.62, Synergy_ZIP=-0.214, Synergy_Bliss=5.23, Synergy_Loewe=-6.26, Synergy_HSA=0.808. (3) Drug 1: CC12CCC3C(C1CCC2=O)CC(=C)C4=CC(=O)C=CC34C. Drug 2: C1=NC2=C(N1)C(=S)N=C(N2)N. Cell line: SF-268. Synergy scores: CSS=51.5, Synergy_ZIP=-1.63, Synergy_Bliss=1.000, Synergy_Loewe=-0.337, Synergy_HSA=4.20. (4) Drug 1: C1CN(CCN1C(=O)CCBr)C(=O)CCBr. Drug 2: COC1=C2C(=CC3=C1OC=C3)C=CC(=O)O2. Cell line: HT29. Synergy scores: CSS=20.6, Synergy_ZIP=-5.48, Synergy_Bliss=1.94, Synergy_Loewe=3.27, Synergy_HSA=2.39. (5) Drug 1: CN(C)N=NC1=C(NC=N1)C(=O)N. Drug 2: C1=CC=C(C(=C1)C(C2=CC=C(C=C2)Cl)C(Cl)Cl)Cl. Cell line: UACC-257. Synergy scores: CSS=-2.27, Synergy_ZIP=2.25, Synergy_Bliss=-1.89, Synergy_Loewe=-7.21, Synergy_HSA=-7.61. (6) Drug 1: CC1=C(C=C(C=C1)NC(=O)C2=CC=C(C=C2)CN3CCN(CC3)C)NC4=NC=CC(=N4)C5=CN=CC=C5. Drug 2: C1CC(=O)NC(=O)C1N2C(=O)C3=CC=CC=C3C2=O. Cell line: RPMI-8226. Synergy scores: CSS=17.6, Synergy_ZIP=-1.52, Synergy_Bliss=1.87, Synergy_Loewe=3.20, Synergy_HSA=4.99. (7) Drug 1: CC1=C(C=C(C=C1)NC2=NC=CC(=N2)N(C)C3=CC4=NN(C(=C4C=C3)C)C)S(=O)(=O)N.Cl. Drug 2: CCC(=C(C1=CC=CC=C1)C2=CC=C(C=C2)OCCN(C)C)C3=CC=CC=C3.C(C(=O)O)C(CC(=O)O)(C(=O)O)O. Cell line: BT-549. Synergy scores: CSS=1.87, Synergy_ZIP=3.87, Synergy_Bliss=7.21, Synergy_Loewe=3.89, Synergy_HSA=4.57. (8) Drug 1: C1=CN(C(=O)N=C1N)C2C(C(C(O2)CO)O)O.Cl. Drug 2: CC1=C(C(=O)C2=C(C1=O)N3CC4C(C3(C2COC(=O)N)OC)N4)N. Cell line: M14. Synergy scores: CSS=70.1, Synergy_ZIP=-1.18, Synergy_Bliss=-1.03, Synergy_Loewe=2.54, Synergy_HSA=5.67.